Dataset: Catalyst prediction with 721,799 reactions and 888 catalyst types from USPTO. Task: Predict which catalyst facilitates the given reaction. (1) Reactant: [Cl:1][C:2]1[CH:10]=[CH:9][C:8]([C:11]2[C:12]([C@@H:23]([NH:33][C:34](=[O:50])[CH2:35][N:36]3[C:40]4[C:41]([F:46])([F:45])[C@@H:42]5[CH2:44][C@@H:43]5[C:39]=4[C:38]([C:47]([O-])=[O:48])=[N:37]3)[CH2:24][C:25]3[CH:30]=[C:29]([F:31])[CH:28]=[C:27]([F:32])[CH:26]=3)=[N:13][C:14]([C:17]#[C:18][C:19]([OH:22])([CH3:21])[CH3:20])=[CH:15][CH:16]=2)=[C:7]2[C:3]=1[C:4]([NH:52][S:53]([CH3:56])(=[O:55])=[O:54])=[N:5][N:6]2[CH3:51].[Na+].[CH3:58][N:59](C(ON1N=NC2C=CC=NC1=2)=[N+](C)C)[CH3:60].F[P-](F)(F)(F)(F)F.CNC. Product: [Cl:1][C:2]1[CH:10]=[CH:9][C:8]([C:11]2[C:12]([C@@H:23]([NH:33][C:34](=[O:50])[CH2:35][N:36]3[C:40]4[C:41]([F:46])([F:45])[C@@H:42]5[CH2:44][C@@H:43]5[C:39]=4[C:38]([C:47]([N:59]([CH3:60])[CH3:58])=[O:48])=[N:37]3)[CH2:24][C:25]3[CH:30]=[C:29]([F:31])[CH:28]=[C:27]([F:32])[CH:26]=3)=[N:13][C:14]([C:17]#[C:18][C:19]([OH:22])([CH3:21])[CH3:20])=[CH:15][CH:16]=2)=[C:7]2[C:3]=1[C:4]([NH:52][S:53]([CH3:56])(=[O:54])=[O:55])=[N:5][N:6]2[CH3:51]. The catalyst class is: 44. (2) Reactant: [Cl:1][C:2]1[CH:7]=[CH:6][C:5]([N:8]2[C:12]([CH:13]([CH3:15])[CH3:14])=[C:11]([N:16]3[CH2:20][CH2:19][CH:18]([N:21]4[CH:25]=[C:24]([C:26]([F:29])([F:28])[F:27])[N:23]=[C:22]4[CH3:30])[C:17]3=[O:31])[CH:10]=[N:9]2)=[CH:4][CH:3]=1.[H-].[Na+].CI.[NH4+].[Cl-].[C:38](O)(C(F)(F)F)=O. Product: [Cl:1][C:2]1[CH:3]=[CH:4][C:5]([N:8]2[C:12]([CH:13]([CH3:14])[CH3:15])=[C:11]([N:16]3[CH2:20][CH2:19][C:18]([CH3:38])([N:21]4[CH:25]=[C:24]([C:26]([F:28])([F:27])[F:29])[N:23]=[C:22]4[CH3:30])[C:17]3=[O:31])[CH:10]=[N:9]2)=[CH:6][CH:7]=1. The catalyst class is: 3. (3) Reactant: [CH3:1][N:2]1[C:6]([C:7](=[O:24])[NH:8][C:9]2[CH:14]=[CH:13][N:12]3[N:15]=[C:16]([C:18]4[CH:23]=[CH:22][CH:21]=[CH:20][CH:19]=4)[N:17]=[C:11]3[CH:10]=2)=[C:5]([C:25](O)=[O:26])[CH:4]=[N:3]1.[NH:28]1[CH2:33][CH2:32][O:31][CH2:30][CH2:29]1.CCCP(=O)=O. Product: [CH3:1][N:2]1[C:6]([C:7]([NH:8][C:9]2[CH:14]=[CH:13][N:12]3[N:15]=[C:16]([C:18]4[CH:23]=[CH:22][CH:21]=[CH:20][CH:19]=4)[N:17]=[C:11]3[CH:10]=2)=[O:24])=[C:5]([C:25]([N:28]2[CH2:33][CH2:32][O:31][CH2:30][CH2:29]2)=[O:26])[CH:4]=[N:3]1. The catalyst class is: 54. (4) Reactant: [CH3:1][O:2][C:3]1[CH:4]=[N:5][C:6]([N:11]2[C:20](=[O:21])[C:19]3[C:14](=[CH:15][C:16]([C:22](O)=[O:23])=[CH:17][CH:18]=3)[NH:13][C:12]2=[S:25])=[N:7][C:8]=1[O:9][CH3:10].[Cl:26][C:27]1[CH:34]=[CH:33][C:30]([CH2:31][NH2:32])=[CH:29][CH:28]=1.CCN(C(C)C)C(C)C.CN(C(ON1N=NC2C=CC=NC1=2)=[N+](C)C)C.F[P-](F)(F)(F)(F)F. Product: [Cl:26][C:27]1[CH:34]=[CH:33][C:30]([CH2:31][NH:32][C:22]([C:16]2[CH:15]=[C:14]3[C:19]([C:20](=[O:21])[N:11]([C:6]4[N:5]=[CH:4][C:3]([O:2][CH3:1])=[C:8]([O:9][CH3:10])[N:7]=4)[C:12](=[S:25])[NH:13]3)=[CH:18][CH:17]=2)=[O:23])=[CH:29][CH:28]=1. The catalyst class is: 3. (5) Reactant: C([O:3][C:4]([C:6]1[CH:7]=[N:8][C:9]2[C:14]([CH:15]=1)=[CH:13][CH:12]=[C:11]([NH:16][C:17]([C:19]1[C:20]([C:25]3[CH:30]=[CH:29][C:28]([C:31]([F:34])([F:33])[F:32])=[CH:27][CH:26]=3)=[CH:21][CH:22]=[CH:23][CH:24]=1)=[O:18])[CH:10]=2)=[O:5])C.[OH-].[Na+]. Product: [F:34][C:31]([F:32])([F:33])[C:28]1[CH:27]=[CH:26][C:25]([C:20]2[C:19]([C:17]([NH:16][C:11]3[CH:10]=[C:9]4[C:14]([CH:15]=[C:6]([C:4]([OH:5])=[O:3])[CH:7]=[N:8]4)=[CH:13][CH:12]=3)=[O:18])=[CH:24][CH:23]=[CH:22][CH:21]=2)=[CH:30][CH:29]=1. The catalyst class is: 5. (6) Reactant: [C:1]([O:4][CH:5](SC)[C:6](=[O:30])[C@@H:7]([N:15]([CH2:23][C:24]1[CH:29]=[CH:28][CH:27]=[CH:26][CH:25]=1)[CH2:16][C:17]1[CH:22]=[CH:21][CH:20]=[CH:19][CH:18]=1)[CH2:8][C:9]1[CH:14]=[CH:13][CH:12]=[CH:11][CH:10]=1)(=[O:3])[CH3:2].CCO.[BH4-].[Na+].Cl. Product: [C:1]([O:4][CH2:5][CH:6]([OH:30])[C@@H:7]([N:15]([CH2:23][C:24]1[CH:29]=[CH:28][CH:27]=[CH:26][CH:25]=1)[CH2:16][C:17]1[CH:18]=[CH:19][CH:20]=[CH:21][CH:22]=1)[CH2:8][C:9]1[CH:14]=[CH:13][CH:12]=[CH:11][CH:10]=1)(=[O:3])[CH3:2]. The catalyst class is: 238. (7) Reactant: [C:1]([C:5]1[CH:10]=[C:9]([CH3:11])[CH:8]=[CH:7][C:6]=1[OH:12])([CH3:4])([CH3:3])[CH3:2].[Se](=O)=O. Product: [C:1]([C:5]1[CH:10]=[C:9]([CH3:11])[CH:8]=[C:7]([C:7]2[C:6]([OH:12])=[C:5]([C:1]([CH3:4])([CH3:3])[CH3:2])[CH:10]=[C:9]([CH3:11])[CH:8]=2)[C:6]=1[OH:12])([CH3:4])([CH3:3])[CH3:2]. The catalyst class is: 15. (8) Reactant: [CH2:1]([O:3][C:4](/[CH:6]=[CH:7]/[C:8]1[CH:9]=[C:10](/[CH:14]=[CH:15]/[C:16]([OH:18])=O)[CH:11]=[CH:12][CH:13]=1)=[O:5])[CH3:2].C(Cl)CCl.C1C=CC2N(O)N=NC=2C=1.[NH2:33][O:34][CH:35]1[CH2:40][CH2:39][CH2:38][CH2:37][O:36]1. Product: [O:36]1[CH2:37][CH2:38][CH2:39][CH2:40][CH:35]1[O:34][NH:33][C:16](/[CH:15]=[CH:14]/[C:10]1[CH:9]=[C:8](/[CH:7]=[CH:6]/[C:4]([O:3][CH2:1][CH3:2])=[O:5])[CH:13]=[CH:12][CH:11]=1)=[O:18]. The catalyst class is: 2. (9) Reactant: N1C=CC=CC=1CO[C:9]1[N:14]=[C:13]([NH:15][CH2:16][C:17]2[CH:22]=[CH:21][C:20]([O:23][CH3:24])=[C:19]([Cl:25])[CH:18]=2)[C:12](C(O)=O)=[CH:11][N:10]=1.[OH:29][CH2:30]C1N=CC=CN=1.C[N:38]([C:40]1[CH:45]=[CH:44][CH:43]=[CH:42][N:41]=1)C.[OH2:46]. Product: [N:41]1[CH:42]=[CH:43][CH:44]=[N:38][C:40]=1[CH2:45][O:46][C:30]([C:9]1[N:14]=[C:13]([NH:15][CH2:16][C:17]2[CH:22]=[CH:21][C:20]([O:23][CH3:24])=[C:19]([Cl:25])[CH:18]=2)[CH:12]=[CH:11][N:10]=1)=[O:29]. The catalyst class is: 9.